Dataset: Full USPTO retrosynthesis dataset with 1.9M reactions from patents (1976-2016). Task: Predict the reactants needed to synthesize the given product. (1) Given the product [C:16]([NH:15][C:7]1[CH:8]=[CH:9][C:10]([NH:12]/[CH:31]=[C:25](\[C:23]#[N:24])/[C:26]([O:28][CH2:29][CH3:30])=[O:27])=[CH:11][C:6]=1[O:5][CH2:4][CH2:3][O:2][CH3:1])(=[O:18])[CH3:17], predict the reactants needed to synthesize it. The reactants are: [CH3:1][O:2][CH2:3][CH2:4][O:5][C:6]1[CH:11]=[C:10]([N+:12]([O-])=O)[CH:9]=[CH:8][C:7]=1[NH:15][C:16](=[O:18])[CH3:17].CO.[H][H].[C:23](/[C:25](=[CH:31]\OCC)/[C:26]([O:28][CH2:29][CH3:30])=[O:27])#[N:24]. (2) Given the product [CH3:1][C:2]1[CH:3]=[CH:4][C:5]([C:15]([NH:17][C:18]2[CH:19]=[C:20]3[C:25](=[CH:26][CH:27]=2)[CH2:24][NH:23][CH2:22][CH2:21]3)=[O:16])=[C:6]([N:8]2[CH2:13][CH2:12][CH:11]([CH3:14])[CH2:10][CH2:9]2)[N:7]=1, predict the reactants needed to synthesize it. The reactants are: [CH3:1][C:2]1[N:7]=[C:6]([N:8]2[CH2:13][CH2:12][CH:11]([CH3:14])[CH2:10][CH2:9]2)[C:5]([C:15]([NH:17][C:18]2[CH:19]=[C:20]3[C:25](=[CH:26][CH:27]=2)[CH2:24][N:23](C(OC(C)(C)C)=O)[CH2:22][CH2:21]3)=[O:16])=[CH:4][CH:3]=1.FC(F)(F)C(O)=O. (3) Given the product [CH3:1][C:2]1[C:3]([CH2:7][C:8]([OH:12])=[O:9])=[N:4][O:5][CH:6]=1, predict the reactants needed to synthesize it. The reactants are: [CH3:1][C:2]1[C:3]([CH2:7][CH2:8][OH:9])=[N:4][O:5][CH:6]=1.CC(C)=[O:12].OS(O)(=O)=O.O=[Cr](=O)=O. (4) Given the product [CH3:20][O:21][C:22]([C@@H:24]1[CH2:28][C@@H:27]([OH:29])[CH2:26][N:25]1[C:10](=[O:12])[C@@H:9]([NH:8][C:6]([O:5][C:1]([CH3:2])([CH3:3])[CH3:4])=[O:7])[CH2:13][CH2:14][CH2:15][CH2:16][CH2:17][CH:18]=[CH2:19])=[O:23], predict the reactants needed to synthesize it. The reactants are: [C:1]([O:5][C:6]([NH:8][C@@H:9]([CH2:13][CH2:14][CH2:15][CH2:16][CH2:17][CH:18]=[CH2:19])[C:10]([OH:12])=O)=[O:7])([CH3:4])([CH3:3])[CH3:2].[CH3:20][O:21][C:22]([C@@H:24]1[CH2:28][C@@H:27]([OH:29])[CH2:26][NH:25]1)=[O:23].CN1CCOCC1.CN(C(ON1N=NC2C=CC=NC1=2)=[N+](C)C)C.F[P-](F)(F)(F)(F)F.